This data is from Catalyst prediction with 721,799 reactions and 888 catalyst types from USPTO. The task is: Predict which catalyst facilitates the given reaction. Product: [NH2:15][C:12]1[CH:11]=[CH:10][C:9]([NH:8][C:5]2[N:4]=[C:3]([NH:22][CH2:23][CH2:24][C:25]3[NH:26][CH:27]=[N:28][CH:29]=3)[C:2]([Br:1])=[CH:7][N:6]=2)=[CH:14][CH:13]=1. The catalyst class is: 1. Reactant: [Br:1][C:2]1[C:3]([NH:22][CH2:23][CH2:24][C:25]2[NH:26][CH:27]=[N:28][CH:29]=2)=[N:4][C:5]([NH:8][C:9]2[CH:14]=[CH:13][C:12]([NH:15]C(=O)C(F)(F)F)=[CH:11][CH:10]=2)=[N:6][CH:7]=1.CO.O.[Li+].[OH-].